Binary Classification. Given a T-cell receptor sequence (or CDR3 region) and an epitope sequence, predict whether binding occurs between them. From a dataset of TCR-epitope binding with 47,182 pairs between 192 epitopes and 23,139 TCRs. (1) The epitope is ALSKGVHFV. The TCR CDR3 sequence is CASSPSPSPPLDTQYF. Result: 0 (the TCR does not bind to the epitope). (2) Result: 0 (the TCR does not bind to the epitope). The TCR CDR3 sequence is CASRIGSGANVLTF. The epitope is VTIAEILLI. (3) The epitope is KLSYGIATV. The TCR CDR3 sequence is CASSQEVWGITDTQYF. Result: 1 (the TCR binds to the epitope). (4) The epitope is FLNGSCGSV. The TCR CDR3 sequence is CASSPTGSHTDTQYF. Result: 1 (the TCR binds to the epitope).